Dataset: Forward reaction prediction with 1.9M reactions from USPTO patents (1976-2016). Task: Predict the product of the given reaction. Given the reactants [CH:1]([N:14]1[CH2:17][CH:16]([C:18]#[N:19])[CH2:15]1)([C:8]1[CH:13]=[CH:12][CH:11]=[CH:10][CH:9]=1)[C:2]1[CH:7]=[CH:6][CH:5]=[CH:4][CH:3]=1.[OH:20]S(O)(=O)=O.N, predict the reaction product. The product is: [CH:1]([N:14]1[CH2:17][CH:16]([C:18]([NH2:19])=[O:20])[CH2:15]1)([C:8]1[CH:13]=[CH:12][CH:11]=[CH:10][CH:9]=1)[C:2]1[CH:3]=[CH:4][CH:5]=[CH:6][CH:7]=1.